From a dataset of Reaction yield outcomes from USPTO patents with 853,638 reactions. Predict the reaction yield, written as a fraction of the theoretical maximum amount of product (1.0 means a 100% yield; for example, 0.34 means a 34% yield). (1) The reactants are [OH:1][C:2]1[CH:11]=[CH:10][CH:9]=[C:8]2[C:3]=1[CH2:4][CH2:5][C@H:6]([CH3:15])[N:7]2[C:12](=[O:14])[CH3:13].[Br:16]N1C(=O)CCC1=O. The catalyst is C(#N)C. The product is [Br:16][C:11]1[C:2]([OH:1])=[C:3]2[C:8](=[CH:9][CH:10]=1)[N:7]([C:12](=[O:14])[CH3:13])[C@@H:6]([CH3:15])[CH2:5][CH2:4]2. The yield is 0.820. (2) The reactants are [C:1]([O:4][C@@H:5]1[C@@H:10]([O:11][C:12](=[O:14])[CH3:13])[C@H:9]([O:15][C:16](=[O:18])[CH3:17])[C@@H:8]([O:19][CH3:20])[O:7][C@H:6]1[C:21]1[CH:26]=[CH:25][C:24]([Cl:27])=[C:23]([CH2:28][C:29]2[CH:34]=[CH:33][C:32]([C:35]#[C:36][Si](C)(C)C)=[CH:31][CH:30]=2)[CH:22]=1)(=[O:3])[CH3:2].[OH2:41]. The catalyst is C(O)=O.C(OCC)(=O)C. The product is [C:1]([O:4][C@@H:5]1[C@@H:10]([O:11][C:12](=[O:14])[CH3:13])[C@H:9]([O:15][C:16](=[O:18])[CH3:17])[C@@H:8]([O:19][CH3:20])[O:7][C@H:6]1[C:21]1[CH:26]=[CH:25][C:24]([Cl:27])=[C:23]([CH2:28][C:29]2[CH:34]=[CH:33][C:32]([C:35](=[O:41])[CH3:36])=[CH:31][CH:30]=2)[CH:22]=1)(=[O:3])[CH3:2]. The yield is 0.734.